From a dataset of Reaction yield outcomes from USPTO patents with 853,638 reactions. Predict the reaction yield, written as a fraction of the theoretical maximum amount of product (1.0 means a 100% yield; for example, 0.34 means a 34% yield). (1) The reactants are CC(OC(/N=N/C(OC(C)C)=O)=O)C.Cl[C:16]1[C:25]2[C:20](=[CH:21][C:22]([CH2:26][OH:27])=[CH:23][CH:24]=2)[N:19]=[C:18]([CH3:28])[CH:17]=1.C1(P(C2C=CC=CC=2)C2C=CC=CC=2)C=CC=CC=1.[F:48][C:49]1[CH:54]=[CH:53][C:52](O)=[CH:51][CH:50]=1.[NH:56]1[CH2:60][CH2:59][CH2:58][CH2:57]1. The catalyst is ClCCl. The product is [F:48][C:49]1[CH:54]=[CH:53][C:52]([O:27][CH2:26][C:22]2[CH:21]=[C:20]3[C:25]([C:16]([N:56]4[CH2:60][CH2:59][CH2:58][CH2:57]4)=[CH:17][C:18]([CH3:28])=[N:19]3)=[CH:24][CH:23]=2)=[CH:51][CH:50]=1. The yield is 0.410. (2) The reactants are [Br:1]N1C(=O)CCC1=O.C1(P(C2C=CC=CC=2)C2C=CC=CC=2)C=CC=CC=1.[CH3:28][C:29]([C:32]1[CH:37]=[CH:36][C:35]([CH2:38][O:39][CH2:40][CH2:41]O)=[CH:34][CH:33]=1)([CH3:31])[CH3:30]. The catalyst is C(Cl)Cl.[Al]. The product is [Br:1][CH2:41][CH2:40][O:39][CH2:38][C:35]1[CH:36]=[CH:37][C:32]([C:29]([CH3:31])([CH3:30])[CH3:28])=[CH:33][CH:34]=1. The yield is 0.120. (3) The reactants are Br[C:2]1[C:3]([O:31][CH3:32])=[C:4]([C:16]2[CH:24]=[C:23]3[C:19]([C:20]([CH2:25][CH2:26][S:27]([NH2:30])(=[O:29])=[O:28])=[CH:21][CH2:22]3)=[CH:18][CH:17]=2)[CH:5]=[C:6]([N:8]2[CH:13]=[CH:12][C:11](=[O:14])[NH:10][C:9]2=[O:15])[CH:7]=1.[S:33]1[CH:37]=[CH:36][CH:35]=[C:34]1B(O)O. No catalyst specified. The product is [O:15]=[C:9]1[NH:10][C:11](=[O:14])[CH:12]=[CH:13][N:8]1[C:6]1[CH:7]=[C:2]([C:34]2[S:33][CH:37]=[CH:36][CH:35]=2)[C:3]([O:31][CH3:32])=[C:4]([C:16]2[CH:24]=[C:23]3[C:19]([C:20]([CH2:25][CH2:26][S:27]([NH2:30])(=[O:29])=[O:28])=[CH:21][CH2:22]3)=[CH:18][CH:17]=2)[CH:5]=1. The yield is 0.320. (4) The reactants are [N:1]1([CH2:7][C:8]2[CH:13]=[CH:12][C:11]([C:14]([N:16]3[CH2:21][CH2:20][NH:19][CH2:18][CH2:17]3)=[O:15])=[CH:10][CH:9]=2)[CH2:6][CH2:5][O:4][CH2:3][CH2:2]1.[C:22](OC(N1CCN(C(=O)C2C=CC(CN3CCOCC3)=CC=2)CC1)=O)([CH3:25])(C)[CH3:23].C(O)(C(F)(F)F)=O. The catalyst is C(Cl)Cl. The product is [CH:25]1([N:19]2[CH2:18][CH2:17][N:16]([C:14]([C:11]3[CH:10]=[CH:9][C:8]([CH2:7][N:1]4[CH2:2][CH2:3][O:4][CH2:5][CH2:6]4)=[CH:13][CH:12]=3)=[O:15])[CH2:21][CH2:20]2)[CH2:22][CH2:23]1. The yield is 0.300. (5) The reactants are [CH3:1][O:2][C:3]1[C:12]([O:13][CH3:14])=[C:11]([O:15][CH3:16])[CH:10]=[C:9]2[C:4]=1[C:5](=O)[N:6]=[CH:7][NH:8]2.O=P(Cl)(Cl)[Cl:20]. The product is [Cl:20][C:5]1[C:4]2[C:9](=[CH:10][C:11]([O:15][CH3:16])=[C:12]([O:13][CH3:14])[C:3]=2[O:2][CH3:1])[N:8]=[CH:7][N:6]=1. The yield is 0.890. The catalyst is CN(C=O)C. (6) The reactants are [F:1][C:2]1[CH:7]=[CH:6][C:5]([F:8])=[CH:4][C:3]=1[C@@H:9]1[CH2:13][C@H:12]([F:14])[CH2:11][N:10]1[C:15]1[CH:20]=[CH:19][N:18]2[N:21]=[CH:22][C:23]([C:24]([NH:26][NH:27][C:28](=[O:33])[C:29]([CH3:32])([CH3:31])[CH3:30])=O)=[C:17]2[N:16]=1.N1C=CC=CC=1.S(OS(C(F)(F)F)(=O)=O)(C(F)(F)F)(=O)=O. The catalyst is C(Cl)Cl. The product is [C:29]([C:28]1[O:33][C:24]([C:23]2[CH:22]=[N:21][N:18]3[CH:19]=[CH:20][C:15]([N:10]4[CH2:11][C@@H:12]([F:14])[CH2:13][C@H:9]4[C:3]4[CH:4]=[C:5]([F:8])[CH:6]=[CH:7][C:2]=4[F:1])=[N:16][C:17]=23)=[N:26][N:27]=1)([CH3:31])([CH3:30])[CH3:32]. The yield is 0.260. (7) The reactants are [H-].[Al+3].[Li+].[H-].[H-].[H-].[C:7]1([NH:13][CH2:14][C:15]2[CH:22]=[CH:21][C:18]([C:19]#[N:20])=[CH:17][CH:16]=2)[CH:12]=[CH:11][CH:10]=[CH:9][CH:8]=1.O. The catalyst is O1CCCC1. The product is [NH2:20][CH2:19][C:18]1[CH:21]=[CH:22][C:15]([CH2:14][NH:13][C:7]2[CH:12]=[CH:11][CH:10]=[CH:9][CH:8]=2)=[CH:16][CH:17]=1. The yield is 0.970. (8) The reactants are [OH:1][C:2]1[C:14]2[CH2:13][O:12][C:11](=[O:15])[C:10]=2[C:9]([C:16]2[CH:21]=[CH:20][CH:19]=[CH:18][CH:17]=2)=[C:8]2[C:3]=1[CH:4]=[C:5]([O:24][CH3:25])[C:6]([O:22][CH3:23])=[CH:7]2.IC.[C:28](=O)([O-])[O-].[K+].[K+].[Cl-].[NH4+]. The catalyst is CN(C)C=O. The product is [CH3:28][O:1][C:2]1[C:14]2[CH2:13][O:12][C:11](=[O:15])[C:10]=2[C:9]([C:16]2[CH:21]=[CH:20][CH:19]=[CH:18][CH:17]=2)=[C:8]2[C:3]=1[CH:4]=[C:5]([O:24][CH3:25])[C:6]([O:22][CH3:23])=[CH:7]2. The yield is 0.950.